This data is from Catalyst prediction with 721,799 reactions and 888 catalyst types from USPTO. The task is: Predict which catalyst facilitates the given reaction. Reactant: [C:1](O)(=O)[CH2:2][C:3](O)=O.[CH2:8]([SnH](CCCC)CCCC)[CH2:9]CC.N([C:28]([CH3:32])(C)[C:29]#[N:30])=N[C:28](C)([CH3:32])[C:29]#[N:30].[F-].[K+]. Product: [NH:30]1[C:29]2[C:3](=[CH:8][CH:9]=[CH:32][CH:28]=2)[CH:2]=[CH:1]1. The catalyst class is: 133.